From a dataset of Forward reaction prediction with 1.9M reactions from USPTO patents (1976-2016). Predict the product of the given reaction. Given the reactants [F:1][C:2]1[CH:8]=[CH:7][C:5]([NH2:6])=[CH:4][CH:3]=1.CO[CH:11]1[CH2:15][CH2:14][CH:13](OC)O1, predict the reaction product. The product is: [F:1][C:2]1[CH:8]=[CH:7][C:5]([N:6]2[CH:11]=[CH:15][CH:14]=[CH:13]2)=[CH:4][CH:3]=1.